From a dataset of Catalyst prediction with 721,799 reactions and 888 catalyst types from USPTO. Predict which catalyst facilitates the given reaction. (1) Reactant: [N:1]([C@@H:4]([C@@H:19]([C:21]1[CH:26]=[CH:25][CH:24]=[CH:23][CH:22]=1)[CH3:20])[C:5]([N:7]1[C@@H:11]([C:12]2[CH:17]=[CH:16][CH:15]=[CH:14][CH:13]=2)[CH2:10][O:9][C:8]1=[O:18])=[O:6])=[N+]=[N-].[C:27](O[C:27]([O:29][C:30]([CH3:33])([CH3:32])[CH3:31])=[O:28])([O:29][C:30]([CH3:33])([CH3:32])[CH3:31])=[O:28]. Product: [C:30]([O:29][C:27](=[O:28])[NH:1][C@H:4]([C:5]([N:7]1[C@@H:11]([C:12]2[CH:17]=[CH:16][CH:15]=[CH:14][CH:13]=2)[CH2:10][O:9][C:8]1=[O:18])=[O:6])[C@@H:19]([C:21]1[CH:26]=[CH:25][CH:24]=[CH:23][CH:22]=1)[CH3:20])([CH3:33])([CH3:32])[CH3:31]. The catalyst class is: 78. (2) Reactant: [CH3:1][O:2][C:3]1[C:14]2=[C:15]3[N:10]([CH2:11][CH2:12][CH2:13]2)[CH2:9][CH2:8][CH2:7][C:6]3=[CH:5][C:4]=1[CH:16]=[CH:17][C:18]1[S:22][C:21]([CH:23]=O)=[CH:20][CH:19]=1.[C:25]([C:27]1[C:28](=[C:35]([C:38]#[N:39])[C:36]#[N:37])[O:29][C:30]([CH3:34])([CH3:33])[C:31]=1[CH3:32])#[N:26].C([O-])(=O)C.[NH4+]. Product: [C:25]([C:27]1[C:28](=[C:35]([C:36]#[N:37])[C:38]#[N:39])[O:29][C:30]([CH3:33])([CH3:34])[C:31]=1[CH:32]=[CH:23][C:21]1[S:22][C:18]([CH:17]=[CH:16][C:4]2[CH:5]=[C:6]3[C:15]4[N:10]([CH2:9][CH2:8][CH2:7]3)[CH2:11][CH2:12][CH2:13][C:14]=4[C:3]=2[O:2][CH3:1])=[CH:19][CH:20]=1)#[N:26]. The catalyst class is: 199. (3) Reactant: Cl[C:2]1[N:7]=[C:6]([C:8]2[CH:13]=[N:12][CH:11]=[CH:10][N:9]=2)[N:5]=[C:4]2[N:14]([CH3:17])[N:15]=[CH:16][C:3]=12.[NH2:18][C:19]1[CH:20]=[C:21]([CH:35]=[CH:36][C:37]=1[CH3:38])[C:22]([NH:24][C:25]1[CH:30]=[CH:29][CH:28]=[C:27]([C:31]([F:34])([F:33])[F:32])[CH:26]=1)=[O:23]. Product: [CH3:38][C:37]1[CH:36]=[CH:35][C:21]([C:22]([NH:24][C:25]2[CH:30]=[CH:29][CH:28]=[C:27]([C:31]([F:32])([F:33])[F:34])[CH:26]=2)=[O:23])=[CH:20][C:19]=1[NH:18][C:2]1[N:7]=[C:6]([C:8]2[CH:13]=[N:12][CH:11]=[CH:10][N:9]=2)[N:5]=[C:4]2[N:14]([CH3:17])[N:15]=[CH:16][C:3]=12. The catalyst class is: 107. (4) Reactant: C(OC([N:8]1[CH2:12][C@@H:11]([CH2:13][N:14]([CH:31]([CH3:33])[CH3:32])[C:15](=[O:30])[C:16]2[CH:21]=[CH:20][C:19]([O:22][CH3:23])=[C:18]([O:24][CH2:25][CH2:26][CH2:27][O:28][CH3:29])[CH:17]=2)[C@H:10]([OH:34])[CH2:9]1)=O)(C)(C)C.CC#N.O.CC#N. Product: [OH:34][C@@H:10]1[CH2:9][NH:8][CH2:12][C@H:11]1[CH2:13][N:14]([CH:31]([CH3:33])[CH3:32])[C:15](=[O:30])[C:16]1[CH:21]=[CH:20][C:19]([O:22][CH3:23])=[C:18]([O:24][CH2:25][CH2:26][CH2:27][O:28][CH3:29])[CH:17]=1. The catalyst class is: 6. (5) Product: [NH2:13][C:11]1[CH:10]=[CH:9][C:8]2[N:2]([CH3:1])[C:3](=[O:16])[O:4][CH2:5][CH2:6][C:7]=2[CH:12]=1. The catalyst class is: 19. Reactant: [CH3:1][N:2]1[C:8]2[CH:9]=[CH:10][C:11]([N+:13]([O-])=O)=[CH:12][C:7]=2[CH2:6][CH2:5][O:4][C:3]1=[O:16].